The task is: Predict the reaction yield, written as a fraction of the theoretical maximum amount of product (1.0 means a 100% yield; for example, 0.34 means a 34% yield).. This data is from Reaction yield outcomes from USPTO patents with 853,638 reactions. (1) The reactants are Cl.[CH2:2]([O:4][C:5](=[O:8])[CH2:6][NH2:7])[CH3:3].[CH:9](OC)=[O:10]. The catalyst is C(N(CC)CC)C. The product is [CH:9]([NH:7][CH2:6][C:5]([O:4][CH2:2][CH3:3])=[O:8])=[O:10]. The yield is 0.930. (2) The reactants are [NH2:1][C:2]1[CH:7]=[CH:6][C:5]([F:8])=[CH:4][C:3]=1[C:9]1[NH:10][C:11]2[C:16]([C:17]=1[CH:18]1[CH2:23][CH2:22][CH2:21][CH2:20][CH2:19]1)=[CH:15][CH:14]=[C:13]([C:24]([O:26][CH3:27])=[O:25])[CH:12]=2.C([O-])(=O)C.[Na+].C(O)(=O)C.[Cl:37][CH2:38][C:39](Cl)=[O:40].C(=O)([O-])O.[Na+]. The catalyst is O1CCCC1. The product is [Cl:37][CH2:38][C:39]([NH:1][C:2]1[CH:7]=[CH:6][C:5]([F:8])=[CH:4][C:3]=1[C:9]1[NH:10][C:11]2[C:16]([C:17]=1[CH:18]1[CH2:23][CH2:22][CH2:21][CH2:20][CH2:19]1)=[CH:15][CH:14]=[C:13]([C:24]([O:26][CH3:27])=[O:25])[CH:12]=2)=[O:40]. The yield is 0.847. (3) The reactants are [BH4-].[Na+].[C:3]1([S:9]([N:12]2[C:20]3[C:15](=[CH:16][C:17]([CH:21]=[CH:22][N+:23]([O-:25])=[O:24])=[CH:18][CH:19]=3)[C:14]3[CH:26]=[C:27]([Cl:30])[CH:28]=[N:29][C:13]2=3)(=[O:11])=[O:10])[CH:8]=[CH:7][CH:6]=[CH:5][CH:4]=1.C(Cl)(Cl)Cl. The catalyst is C(O)(C)C. The product is [C:3]1([S:9]([N:12]2[C:20]3[C:15](=[CH:16][C:17]([CH2:21][CH2:22][N+:23]([O-:25])=[O:24])=[CH:18][CH:19]=3)[C:14]3[CH:26]=[C:27]([Cl:30])[CH:28]=[N:29][C:13]2=3)(=[O:10])=[O:11])[CH:8]=[CH:7][CH:6]=[CH:5][CH:4]=1. The yield is 0.730. (4) The reactants are [NH:1]1[CH2:5][CH2:4][C@@H:3]([N:6]2[CH:10]=[C:9]([O:11][C:12]3[N:13]=[C:14]([OH:22])[C:15]4[CH:21]=[CH:20][N:19]=[CH:18][C:16]=4[N:17]=3)[CH:8]=[N:7]2)[CH2:2]1.[C:23](Cl)(=[O:30])[C:24]1[CH:29]=[CH:28][CH:27]=[CH:26][CH:25]=1. No catalyst specified. The product is [C:23]([N:1]1[CH2:5][CH2:4][C@@H:3]([N:6]2[CH:10]=[C:9]([O:11][C:12]3[N:13]=[C:14]([OH:22])[C:15]4[CH:21]=[CH:20][N:19]=[CH:18][C:16]=4[N:17]=3)[CH:8]=[N:7]2)[CH2:2]1)(=[O:30])[C:24]1[CH:29]=[CH:28][CH:27]=[CH:26][CH:25]=1. The yield is 0.450. (5) The reactants are [CH2:1]([O:3][C:4]([C:6]1[N:7]=[C:8]2[CH:13]=[CH:12][C:11]([N:14]3[CH2:19][CH2:18][NH:17][CH2:16][CH2:15]3)=[N:10][N:9]2[CH:20]=1)=[O:5])[CH3:2].C(N(C(C)C)CC)(C)C.[F:30][C:31]1[CH:32]=[CH:33][C:34]([C:40]([F:43])([F:42])[F:41])=[C:35]([CH:39]=1)[C:36](Cl)=[O:37]. The catalyst is ClCCl. The product is [CH2:1]([O:3][C:4]([C:6]1[N:7]=[C:8]2[CH:13]=[CH:12][C:11]([N:14]3[CH2:19][CH2:18][N:17]([C:36](=[O:37])[C:35]4[CH:39]=[C:31]([F:30])[CH:32]=[CH:33][C:34]=4[C:40]([F:43])([F:41])[F:42])[CH2:16][CH2:15]3)=[N:10][N:9]2[CH:20]=1)=[O:5])[CH3:2]. The yield is 0.820. (6) The reactants are [F:1][C:2]1[CH:3]=[C:4]([CH:31]=[CH:32][C:33]=1[NH:34][C:35]([C:37]1([C:40](=[O:49])[NH:41][C:42]2[CH:47]=[CH:46][C:45]([F:48])=[CH:44][CH:43]=2)[CH2:39][CH2:38]1)=[O:36])[O:5][C:6]1[CH:11]=[CH:10][N:9]=[C:8]([N:12](C(OC2C=CC=CC=2)=O)[C:13](=O)[O:14]C2C=CC=CC=2)[CH:7]=1.[CH3:50][N:51]([CH3:60])[CH2:52][CH2:53][N:54]1[CH2:59][CH2:58][NH:57][CH2:56][CH2:55]1. The catalyst is CN(C)C=O. The product is [CH3:50][N:51]([CH3:60])[CH2:52][CH2:53][N:54]1[CH2:59][CH2:58][N:57]([C:13]([NH:12][C:8]2[CH:7]=[C:6]([O:5][C:4]3[CH:31]=[CH:32][C:33]([NH:34][C:35]([C:37]4([C:40]([NH:41][C:42]5[CH:43]=[CH:44][C:45]([F:48])=[CH:46][CH:47]=5)=[O:49])[CH2:39][CH2:38]4)=[O:36])=[C:2]([F:1])[CH:3]=3)[CH:11]=[CH:10][N:9]=2)=[O:14])[CH2:56][CH2:55]1. The yield is 0.696.